Dataset: Forward reaction prediction with 1.9M reactions from USPTO patents (1976-2016). Task: Predict the product of the given reaction. The product is: [NH2:12][C:10]1[O:11][C:7]2[CH:6]=[C:5]([CH2:3][OH:2])[CH:14]=[C:13]([C:15]3[CH:20]=[CH:19][CH:18]=[C:17]([Cl:21])[CH:16]=3)[C:8]=2[N:9]=1. Given the reactants C[O:2][C:3]([C:5]1[CH:14]=[C:13]([C:15]2[CH:20]=[CH:19][CH:18]=[C:17]([Cl:21])[CH:16]=2)[C:8]2[N:9]=[C:10]([NH2:12])[O:11][C:7]=2[CH:6]=1)=O.[Li+].[BH4-].CCOCC.CCCCCC, predict the reaction product.